Dataset: Catalyst prediction with 721,799 reactions and 888 catalyst types from USPTO. Task: Predict which catalyst facilitates the given reaction. (1) Reactant: Br[C:2]1[CH:3]=[C:4]([CH:9]=[CH:10][CH:11]=1)[C:5]([O:7][CH3:8])=[O:6].C1(P(C2CCCCC2)C2C=CC=CC=2C2C=CC=CC=2N(C)C)CCCCC1.[O-]P([O-])([O-])=O.[K+].[K+].[K+].[CH3:48][N:49]([CH3:55])[C@H:50]1[CH2:54][CH2:53][NH:52][CH2:51]1. Product: [CH3:48][N:49]([CH3:55])[C@H:50]1[CH2:54][CH2:53][N:52]([C:2]2[CH:3]=[C:4]([CH:9]=[CH:10][CH:11]=2)[C:5]([O:7][CH3:8])=[O:6])[CH2:51]1. The catalyst class is: 133. (2) Reactant: [F:1][CH:2]([F:41])[C:3]1[N:7]([C:8]2[N:13]=[C:12]([N:14]3[CH2:19][CH2:18][O:17][CH2:16][CH2:15]3)[N:11]=[C:10]([C:20]3[CH:25]=[CH:24][C:23]([N:26](C)[C:27](=O)OC(C)(C)C)=[CH:22][CH:21]=3)[N:9]=2)[C:6]2[CH:35]=[CH:36][CH:37]=[C:38]([O:39][CH3:40])[C:5]=2[N:4]=1.C(O)(C(F)(F)F)=O.N. Product: [F:41][CH:2]([F:1])[C:3]1[N:7]([C:8]2[N:13]=[C:12]([N:14]3[CH2:19][CH2:18][O:17][CH2:16][CH2:15]3)[N:11]=[C:10]([C:20]3[CH:21]=[CH:22][C:23]([NH:26][CH3:27])=[CH:24][CH:25]=3)[N:9]=2)[C:6]2[CH:35]=[CH:36][CH:37]=[C:38]([O:39][CH3:40])[C:5]=2[N:4]=1. The catalyst class is: 2. (3) Reactant: Br[C:2]1[CH:7]=[CH:6][N:5]=[CH:4][C:3]=1[N:8]([CH3:25])[C:9](=[O:24])[C:10]1[CH:15]=[C:14]([C:16]([F:19])([F:18])[F:17])[CH:13]=[C:12]([C:20]([F:23])([F:22])[F:21])[CH:11]=1.[CH3:26][C:27]1[S:28][C:29](B2OC(C)(C)C(C)(C)O2)=[C:30]([CH3:32])[N:31]=1.C([O-])([O-])=O.[K+].[K+].COC1C=CC=C(OC)C=1C1C=CC=CC=1P(C1CCCCC1)C1CCCCC1. Product: [CH3:26][C:27]1[S:28][C:29]([C:2]2[CH:7]=[CH:6][N:5]=[CH:4][C:3]=2[N:8]([CH3:25])[C:9](=[O:24])[C:10]2[CH:15]=[C:14]([C:16]([F:19])([F:18])[F:17])[CH:13]=[C:12]([C:20]([F:23])([F:22])[F:21])[CH:11]=2)=[C:30]([CH3:32])[N:31]=1. The catalyst class is: 128. (4) Reactant: [S:1]1[C:9]2[C:4](=[N:5][CH:6]=[CH:7][CH:8]=2)[N:3]=[C:2]1[O:10][C:11]1[CH:12]=[C:13]2[O:19][C:18]([CH2:20]O)=[CH:17][C:14]2=[N:15][CH:16]=1.S(Cl)([Cl:24])=O. Product: [Cl:24][CH2:20][C:18]1[O:19][C:13]2[C:14](=[N:15][CH:16]=[C:11]([O:10][C:2]3[S:1][C:9]4[C:4]([N:3]=3)=[N:5][CH:6]=[CH:7][CH:8]=4)[CH:12]=2)[CH:17]=1. The catalyst class is: 2. (5) The catalyst class is: 18. Product: [CH3:20][O:19][CH2:18][C@H:7]([NH:6][C:4](=[O:5])[C@@H:3]([NH:2][CH2:11][C:12]1[O:27][C:24](=[O:26])[O:25][C:13]=1[CH3:14])[CH2:21][O:22][CH3:23])[C:8]([O:10][CH2:11][C:12]1[CH:17]=[CH:16][CH:15]=[CH:14][CH:13]=1)=[O:9]. Reactant: Cl.[NH2:2][C@@H:3]([CH2:21][O:22][CH3:23])[C:4]([NH:6][C@@H:7]([CH2:18][O:19][CH3:20])[C:8]([O:10][CH2:11][C:12]1[CH:17]=[CH:16][CH:15]=[CH:14][CH:13]=1)=[O:9])=[O:5].[C:24](=[O:27])([O-:26])[O-:25].[K+].[K+].